This data is from Peptide-MHC class I binding affinity with 185,985 pairs from IEDB/IMGT. The task is: Regression. Given a peptide amino acid sequence and an MHC pseudo amino acid sequence, predict their binding affinity value. This is MHC class I binding data. (1) The peptide sequence is GWVAAQLAA. The MHC is Patr-A0901 with pseudo-sequence Patr-A0901. The binding affinity (normalized) is 0.343. (2) The peptide sequence is LMQGSTLPR. The MHC is HLA-A33:01 with pseudo-sequence HLA-A33:01. The binding affinity (normalized) is 0.652.